From a dataset of Peptide-MHC class I binding affinity with 185,985 pairs from IEDB/IMGT. Regression. Given a peptide amino acid sequence and an MHC pseudo amino acid sequence, predict their binding affinity value. This is MHC class I binding data. (1) The peptide sequence is EFTTFVEI. The MHC is H-2-Kb with pseudo-sequence H-2-Kb. The binding affinity (normalized) is 0.0559. (2) The peptide sequence is AVPQVLGGL. The MHC is HLA-A69:01 with pseudo-sequence HLA-A69:01. The binding affinity (normalized) is 0.0847.